Dataset: Catalyst prediction with 721,799 reactions and 888 catalyst types from USPTO. Task: Predict which catalyst facilitates the given reaction. (1) Reactant: [Br:1][C:2]1[CH:3]=[C:4]([CH2:8][C:9]([O:11][CH3:12])=[O:10])[CH:5]=[N:6][CH:7]=1.[H-].[Na+].Br[CH2:16][CH2:17]Br.O. Product: [Br:1][C:2]1[CH:3]=[C:4]([C:8]2([C:9]([O:11][CH3:12])=[O:10])[CH2:17][CH2:16]2)[CH:5]=[N:6][CH:7]=1. The catalyst class is: 3. (2) Reactant: [C:1]1([C@H:7]([O:9][C:10](=[O:25])[NH:11][C:12]2[C:13]([CH3:24])=[N:14][O:15][C:16]=2[C:17]2[CH:22]=[CH:21][C:20](Br)=[CH:19][CH:18]=2)[CH3:8])[CH:6]=[CH:5][CH:4]=[CH:3][CH:2]=1.[CH2:26]([O:28][C:29](=[O:46])[CH2:30][C:31]1[CH:36]=[CH:35][CH:34]=[C:33](B2OC(C)(C)C(C)(C)O2)[CH:32]=1)[CH3:27]. Product: [CH2:26]([O:28][C:29](=[O:46])[CH2:30][C:31]1[CH:32]=[C:33]([C:20]2[CH:21]=[CH:22][C:17]([C:16]3[O:15][N:14]=[C:13]([CH3:24])[C:12]=3[NH:11][C:10]([O:9][C@@H:7]([C:1]3[CH:6]=[CH:5][CH:4]=[CH:3][CH:2]=3)[CH3:8])=[O:25])=[CH:18][CH:19]=2)[CH:34]=[CH:35][CH:36]=1)[CH3:27]. The catalyst class is: 235. (3) Reactant: [Cl-].O[NH3+:3].[C:4](=[O:7])([O-])[OH:5].[Na+].CS(C)=O.[F:13][C:14]1[CH:15]=[C:16]([C:41]2[C:42]([C:47]#[N:48])=[CH:43][CH:44]=[CH:45][CH:46]=2)[CH:17]=[CH:18][C:19]=1[CH2:20][C:21]1[C:26](=[O:27])[N:25]([C:28]2[CH:33]=[CH:32][C:31]([O:34][CH:35]=[CH2:36])=[CH:30][CH:29]=2)[C:24]([CH3:37])=[N:23][C:22]=1[CH2:38][CH2:39][CH3:40]. Product: [F:13][C:14]1[CH:15]=[C:16]([C:41]2[CH:46]=[CH:45][CH:44]=[CH:43][C:42]=2[C:47]2[NH:3][C:4](=[O:7])[O:5][N:48]=2)[CH:17]=[CH:18][C:19]=1[CH2:20][C:21]1[C:26](=[O:27])[N:25]([C:28]2[CH:33]=[CH:32][C:31]([O:34][CH:35]=[CH2:36])=[CH:30][CH:29]=2)[C:24]([CH3:37])=[N:23][C:22]=1[CH2:38][CH2:39][CH3:40]. The catalyst class is: 13. (4) Reactant: [OH:1]/[N:2]=[C:3](\Cl)/[C:4]1[CH:9]=[CH:8][C:7]([Cl:10])=[CH:6][CH:5]=1.CN([CH:15]=[CH:16][C:17]([O:19][CH2:20][CH3:21])=[O:18])C.C(N(CC)CC)C. Product: [CH2:20]([O:19][C:17]([C:16]1[C:3]([C:4]2[CH:9]=[CH:8][C:7]([Cl:10])=[CH:6][CH:5]=2)=[N:2][O:1][CH:15]=1)=[O:18])[CH3:21]. The catalyst class is: 27. (5) Reactant: O1C2C=CC=CC=2OB1.[Br:10][C:11]1[C:12]([N:27]2[CH2:32][CH2:31][C:30]([C:34]#[N:35])([CH3:33])[CH2:29][CH2:28]2)=[C:13]([C:19](=[O:26])[C:20]([O:22][CH:23]([CH3:25])[CH3:24])=[O:21])[C:14]([CH3:18])=[N:15][C:16]=1[CH3:17].CB1N2CCC[C@@H]2C(C2C=CC=CC=2)(C2C=CC=CC=2)O1. Product: [Br:10][C:11]1[C:12]([N:27]2[CH2:28][CH2:29][C:30]([C:34]#[N:35])([CH3:33])[CH2:31][CH2:32]2)=[C:13]([C@H:19]([OH:26])[C:20]([O:22][CH:23]([CH3:25])[CH3:24])=[O:21])[C:14]([CH3:18])=[N:15][C:16]=1[CH3:17]. The catalyst class is: 11. (6) Reactant: Cl.O1CCOCC1.[Cl:8][C:9]1[CH:14]=[CH:13][C:12](/[CH:15]=[CH:16]/[C:17]([N:19]2[CH2:24][CH2:23][CH:22]([CH2:25][CH2:26][N:27](C)[C:28](=O)OC(C)(C)C)[CH2:21][CH2:20]2)=[O:18])=[C:11]([CH2:36][N:37]2[N:41]=[N:40][C:39]([CH3:42])=[N:38]2)[CH:10]=1. Product: [Cl:8][C:9]1[CH:14]=[CH:13][C:12](/[CH:15]=[CH:16]/[C:17]([N:19]2[CH2:20][CH2:21][CH:22]([CH2:25][CH2:26][NH:27][CH3:28])[CH2:23][CH2:24]2)=[O:18])=[C:11]([CH2:36][N:37]2[N:41]=[N:40][C:39]([CH3:42])=[N:38]2)[CH:10]=1. The catalyst class is: 5. (7) Reactant: O[CH:2]=[C:3]1[C:11]2[C:6](=[CH:7][C:8]([C:12]([C:14]3[CH:15]=[C:16]([NH:20][C:21]([C:23]4[N:24]([CH3:29])[N:25]=[C:26]([CH3:28])[CH:27]=4)=[O:22])[CH:17]=[CH:18][CH:19]=3)=[O:13])=[CH:9][CH:10]=2)[NH:5][C:4]1=[O:30].C1COCC1.[NH2:36][C:37]1[CH:42]=[CH:41][C:40]([CH2:43][OH:44])=[CH:39][CH:38]=1. Product: [OH:44][CH2:43][C:40]1[CH:41]=[CH:42][C:37]([NH:36][CH:2]=[C:3]2[C:11]3[C:6](=[CH:7][C:8]([C:12]([C:14]4[CH:15]=[C:16]([NH:20][C:21]([C:23]5[N:24]([CH3:29])[N:25]=[C:26]([CH3:28])[CH:27]=5)=[O:22])[CH:17]=[CH:18][CH:19]=4)=[O:13])=[CH:9][CH:10]=3)[NH:5][C:4]2=[O:30])=[CH:38][CH:39]=1. The catalyst class is: 25. (8) Reactant: [CH3:1][C:2]1[C:3](=[O:9])[CH2:4][CH2:5][CH:6]([CH3:8])[CH:7]=1.[CH2:10]=[CH:11][CH:12]=C.[Cl-].[Cl-].[CH2:16]([Al+2])C. Product: [CH3:8][CH:6]1[CH:7]2[C:2]([CH3:16])([CH2:1][CH:10]=[CH:11][CH2:12]2)[C:3](=[O:9])[CH2:4][CH2:5]1. The catalyst class is: 4. (9) Reactant: [CH3:1][O:2][C:3]([C:5]1[C:10](=[O:11])[N:9]([CH2:12][C:13]2[CH:18]=[CH:17][C:16]([C:19]([F:22])([F:21])[F:20])=[CH:15][CH:14]=2)[N:8]2[CH:23]=[C:24](Br)[CH:25]=[C:7]2[C:6]=1[OH:27])=[O:4].[C:28]1(B(O)O)[CH:33]=[CH:32][CH:31]=[CH:30][CH:29]=1.C(=O)([O-])[O-].[Na+].[Na+]. Product: [CH3:1][O:2][C:3]([C:5]1[C:10](=[O:11])[N:9]([CH2:12][C:13]2[CH:18]=[CH:17][C:16]([C:19]([F:22])([F:21])[F:20])=[CH:15][CH:14]=2)[N:8]2[CH:23]=[C:24]([C:28]3[CH:33]=[CH:32][CH:31]=[CH:30][CH:29]=3)[CH:25]=[C:7]2[C:6]=1[OH:27])=[O:4]. The catalyst class is: 474. (10) Reactant: [CH3:1][C:2]1[C:6]2[CH:7]=[CH:8][CH:9]=[CH:10][C:5]=2[O:4][C:3]=1[C:11]([OH:13])=O.[CH3:14][NH:15][C:16]1[S:17][CH:18]=[CH:19][N:20]=1.CN(C(ON1N=NC2C=CC=NC1=2)=[N+](C)C)C.F[P-](F)(F)(F)(F)F.CCN(C(C)C)C(C)C. Product: [CH3:14][N:15]([C:16]1[S:17][CH:18]=[CH:19][N:20]=1)[C:11]([C:3]1[O:4][C:5]2[CH:10]=[CH:9][CH:8]=[CH:7][C:6]=2[C:2]=1[CH3:1])=[O:13]. The catalyst class is: 861.